This data is from Catalyst prediction with 721,799 reactions and 888 catalyst types from USPTO. The task is: Predict which catalyst facilitates the given reaction. Reactant: [NH2:1][C:2]1[N:7]=[CH:6][C:5]([C:8]2[CH:9]=[C:10]([NH2:19])[C:11]([NH:14][C:15]([CH3:18])([CH3:17])[CH3:16])=[CH:12][CH:13]=2)=[CH:4][N:3]=1.[CH3:20][C:21]1[S:25][C:24]([C:26]2[CH:33]=[CH:32][CH:31]=[CH:30][C:27]=2[CH:28]=O)=[N:23][N:22]=1.OOS([O-])=O.[K+].S([O-])([O-])(=O)=S.[Na+].[Na+]. Product: [C:15]([N:14]1[C:11]2[CH:12]=[CH:13][C:8]([C:5]3[CH:4]=[N:3][C:2]([NH2:1])=[N:7][CH:6]=3)=[CH:9][C:10]=2[N:19]=[C:28]1[C:27]1[CH:30]=[CH:31][CH:32]=[CH:33][C:26]=1[C:24]1[S:25][C:21]([CH3:20])=[N:22][N:23]=1)([CH3:16])([CH3:18])[CH3:17]. The catalyst class is: 18.